From a dataset of NCI-60 drug combinations with 297,098 pairs across 59 cell lines. Regression. Given two drug SMILES strings and cell line genomic features, predict the synergy score measuring deviation from expected non-interaction effect. (1) Drug 1: C1C(C(OC1N2C=NC(=NC2=O)N)CO)O. Drug 2: C(CCl)NC(=O)N(CCCl)N=O. Cell line: SK-MEL-2. Synergy scores: CSS=19.3, Synergy_ZIP=-5.61, Synergy_Bliss=-1.93, Synergy_Loewe=1.38, Synergy_HSA=2.95. (2) Drug 1: CC1=C2C(C(=O)C3(C(CC4C(C3C(C(C2(C)C)(CC1OC(=O)C(C(C5=CC=CC=C5)NC(=O)C6=CC=CC=C6)O)O)OC(=O)C7=CC=CC=C7)(CO4)OC(=O)C)O)C)OC(=O)C. Drug 2: CCN(CC)CCCC(C)NC1=C2C=C(C=CC2=NC3=C1C=CC(=C3)Cl)OC. Cell line: RXF 393. Synergy scores: CSS=18.5, Synergy_ZIP=-10.4, Synergy_Bliss=-2.81, Synergy_Loewe=-13.3, Synergy_HSA=-1.14. (3) Drug 1: CC1=CC=C(C=C1)C2=CC(=NN2C3=CC=C(C=C3)S(=O)(=O)N)C(F)(F)F. Drug 2: CC1CCCC2(C(O2)CC(NC(=O)CC(C(C(=O)C(C1O)C)(C)C)O)C(=CC3=CSC(=N3)C)C)C. Cell line: KM12. Synergy scores: CSS=45.1, Synergy_ZIP=4.58, Synergy_Bliss=0.588, Synergy_Loewe=-25.5, Synergy_HSA=2.56. (4) Drug 1: C1CCC(CC1)NC(=O)N(CCCl)N=O. Drug 2: CN1C2=C(C=C(C=C2)N(CCCl)CCCl)N=C1CCCC(=O)O.Cl. Cell line: CAKI-1. Synergy scores: CSS=35.3, Synergy_ZIP=-8.24, Synergy_Bliss=-0.934, Synergy_Loewe=-1.93, Synergy_HSA=2.79. (5) Drug 1: CC(C)(C1=NC(=CC=C1)N2C3=NC(=NC=C3C(=O)N2CC=C)NC4=CC=C(C=C4)N5CCN(CC5)C)O. Drug 2: C1=CC(=C(C=C1I)F)NC2=C(C=CC(=C2F)F)C(=O)NOCC(CO)O. Cell line: SK-OV-3. Synergy scores: CSS=32.0, Synergy_ZIP=-0.496, Synergy_Bliss=1.49, Synergy_Loewe=1.00, Synergy_HSA=3.77.